Dataset: Catalyst prediction with 721,799 reactions and 888 catalyst types from USPTO. Task: Predict which catalyst facilitates the given reaction. (1) Reactant: [CH2:1]([O:3][C:4](=[O:22])[CH2:5][CH:6]1[CH2:11][CH2:10][N:9]([C:12]([O:14][CH2:15][C:16]2[CH:21]=[CH:20][CH:19]=[CH:18][CH:17]=2)=[O:13])[CH2:8][CH2:7]1)[CH3:2].C[Si](C)(C)[N-][Si](C)(C)C.[Li+].[CH2:33](Br)[CH:34]=[CH2:35]. Product: [CH2:1]([O:3][C:4]([CH:5]([CH:6]1[CH2:11][CH2:10][N:9]([C:12]([O:14][CH2:15][C:16]2[CH:17]=[CH:18][CH:19]=[CH:20][CH:21]=2)=[O:13])[CH2:8][CH2:7]1)[CH2:35][CH:34]=[CH2:33])=[O:22])[CH3:2]. The catalyst class is: 1. (2) Reactant: Cl[C:2]1[N:9]=[CH:8][CH:7]=[C:6]([C:10]2[CH:15]=[CH:14][CH:13]=[CH:12][CH:11]=2)[C:3]=1[C:4]#[N:5].O.[NH2:17][NH2:18]. Product: [C:10]1([C:6]2[CH:7]=[CH:8][N:9]=[C:2]3[NH:17][N:18]=[C:4]([NH2:5])[C:3]=23)[CH:11]=[CH:12][CH:13]=[CH:14][CH:15]=1. The catalyst class is: 40. (3) Reactant: [O:1]=[S:2]1(=[O:20])[CH2:6][CH2:5][C@@H:4]([NH:7][S:8]([C:11]2[CH:16]=[CH:15][C:14](B(O)O)=[CH:13][CH:12]=2)(=[O:10])=[O:9])[CH2:3]1.P([O-])([O-])([O-])=O.[K+].[K+].[K+].Br[C:30]1[CH:35]=[CH:34][N:33]=[C:32]2[NH:36][C:37]([CH2:39][N:40]([CH3:42])[CH3:41])=[CH:38][C:31]=12.C(#N)C. Product: [CH3:42][N:40]([CH2:39][C:37]1[NH:36][C:32]2=[N:33][CH:34]=[CH:35][C:30]([C:14]3[CH:15]=[CH:16][C:11]([S:8]([NH:7][C@@H:4]4[CH2:5][CH2:6][S:2](=[O:20])(=[O:1])[CH2:3]4)(=[O:10])=[O:9])=[CH:12][CH:13]=3)=[C:31]2[CH:38]=1)[CH3:41]. The catalyst class is: 12. (4) Reactant: [Br:1][C:2]1[CH:3]=[N:4][N:5]2[CH:10]=[CH:9][C:8](Cl)=[N:7][C:6]=12.[CH2:12]([C@H:15]1[CH2:19][O:18][C:17](=[O:20])[NH:16]1)[CH2:13][CH3:14].[H-].[Na+].[NH4+].[Cl-]. Product: [Br:1][C:2]1[CH:3]=[N:4][N:5]2[CH:10]=[CH:9][C:8]([N:16]3[C@@H:15]([CH2:12][CH2:13][CH3:14])[CH2:19][O:18][C:17]3=[O:20])=[N:7][C:6]=12. The catalyst class is: 3. (5) Reactant: [Cl:1][C:2]1[C:7]([N+:8]([O-:10])=[O:9])=[CH:6][CH:5]=[CH:4][C:3]=1[S:11](Cl)(=[O:13])=[O:12].[CH3:15][NH:16][CH3:17].C(N(CC)CC)C. Product: [Cl:1][C:2]1[C:7]([N+:8]([O-:10])=[O:9])=[CH:6][CH:5]=[CH:4][C:3]=1[S:11]([N:16]([CH3:17])[CH3:15])(=[O:13])=[O:12]. The catalyst class is: 5. (6) Reactant: [NH2:1][C:2]([C@:4]1([CH3:23])[CH2:8][CH2:7][C@H:6]([C:9]2[CH:14]=[CH:13][C:12]([OH:15])=[CH:11][CH:10]=2)[N:5]1[C:16]([O:18][C:19]([CH3:22])([CH3:21])[CH3:20])=[O:17])=[O:3].F[C:25]1[CH:32]=[CH:31][CH:30]=[CH:29][C:26]=1[C:27]#[N:28].C(=O)([O-])[O-].[K+].[K+].O. Product: [NH2:1][C:2]([C@:4]1([CH3:23])[CH2:8][CH2:7][C@H:6]([C:9]2[CH:14]=[CH:13][C:12]([O:15][C:25]3[CH:32]=[CH:31][CH:30]=[CH:29][C:26]=3[C:27]#[N:28])=[CH:11][CH:10]=2)[N:5]1[C:16]([O:18][C:19]([CH3:22])([CH3:21])[CH3:20])=[O:17])=[O:3]. The catalyst class is: 39.